Task: Predict which catalyst facilitates the given reaction.. Dataset: Catalyst prediction with 721,799 reactions and 888 catalyst types from USPTO (1) Reactant: [NH2:1][C:2]1[CH:10]=[CH:9][C:5]([C:6]([OH:8])=O)=[CH:4][C:3]=1[Cl:11].[CH2:12]([NH2:17])[CH2:13][CH2:14][CH2:15][CH3:16].C1CCC(N=C=NC2CCCCC2)CC1.C1C=CC2N(O)N=NC=2C=1. Product: [NH2:1][C:2]1[CH:10]=[CH:9][C:5]([C:6]([NH:17][CH2:12][CH2:13][CH2:14][CH2:15][CH3:16])=[O:8])=[CH:4][C:3]=1[Cl:11]. The catalyst class is: 10. (2) Reactant: [C:1]1([C:6]2[CH:11]=[CH:10][CH:9]=[CH:8][C:7]=2[N+:12]([O-])=O)[CH2:5][CH2:4][CH2:3][CH:2]=1. Product: [CH:1]1([C:6]2[CH:11]=[CH:10][CH:9]=[CH:8][C:7]=2[NH2:12])[CH2:2][CH2:3][CH2:4][CH2:5]1. The catalyst class is: 78. (3) Reactant: COC1C=CC(C[NH:8][C:9]2[S:10][CH:11]=[CH:12][N:13]=2)=CC=1.C[Si]([N-][Si](C)(C)C)(C)C.[Li+].[C:26]([C:28]1[CH:33]=[C:32]([C:34]([F:37])([F:36])[F:35])[CH:31]=[CH:30][C:29]=1[N:38]1[CH2:43][CH2:42][O:41][C:40]2[CH:44]=[C:45]([S:49](Cl)(=[O:51])=[O:50])[CH:46]=[C:47]([F:48])[C:39]1=2)#[N:27].CO. The catalyst class is: 87. Product: [C:26]([C:28]1[CH:33]=[C:32]([C:34]([F:37])([F:36])[F:35])[CH:31]=[CH:30][C:29]=1[N:38]1[CH2:43][CH2:42][O:41][C:40]2[CH:44]=[C:45]([S:49]([NH:8][C:9]3[S:10][CH:11]=[CH:12][N:13]=3)(=[O:51])=[O:50])[CH:46]=[C:47]([F:48])[C:39]1=2)#[N:27]. (4) Product: [OH:32][C@H:3]([C@@H:2]([NH:1][C:42](=[O:43])[C@@H:41]([OH:40])[CH:45]([S:47]([CH3:50])(=[O:49])=[O:48])[CH3:46])[CH2:33][C:34]1[CH:35]=[CH:36][CH:37]=[CH:38][CH:39]=1)[CH2:4][C@@H:5]([NH:19][C:20]([C@@H:22]([NH:27][C:28](=[O:31])[O:29][CH3:30])[C:23]([CH3:26])([CH3:25])[CH3:24])=[O:21])[CH2:6][C:7]1[CH:12]=[CH:11][C:10]([C:13]2[CH:18]=[CH:17][CH:16]=[CH:15][N:14]=2)=[CH:9][CH:8]=1. The catalyst class is: 7. Reactant: [NH2:1][C@@H:2]([CH2:33][C:34]1[CH:39]=[CH:38][CH:37]=[CH:36][CH:35]=1)[C@@H:3]([OH:32])[CH2:4][C@@H:5]([NH:19][C:20]([C@@H:22]([NH:27][C:28](=[O:31])[O:29][CH3:30])[C:23]([CH3:26])([CH3:25])[CH3:24])=[O:21])[CH2:6][C:7]1[CH:12]=[CH:11][C:10]([C:13]2[CH:18]=[CH:17][CH:16]=[CH:15][N:14]=2)=[CH:9][CH:8]=1.[OH:40][C@@H:41]([C:45](C)([S:47]([CH3:50])(=[O:49])=[O:48])[CH3:46])[C:42](O)=[O:43].CCOP(ON1N=NC2C=CC=CC=2C1=O)(OCC)=O.C(N(CC)C(C)C)(C)C. (5) Reactant: [Br:1][C:2]1[CH:7]=[CH:6][C:5]([C:8](=[O:10])[CH3:9])=[C:4]([OH:11])[CH:3]=1.CO[CH:14](OC)[N:15]([CH3:17])[CH3:16]. Product: [Br:1][C:2]1[CH:7]=[CH:6][C:5]([C:8](=[O:10])/[CH:9]=[CH:14]/[N:15]([CH3:17])[CH3:16])=[C:4]([OH:11])[CH:3]=1. The catalyst class is: 48. (6) Reactant: [O:1]1[C:6]2[CH:7]=[CH:8][C:9]([CH2:11][N:12]([CH:20]3[CH2:25][CH2:24][N:23]([CH2:26][CH2:27][N:28]4[C:37]5[C:32](=[CH:33][C:34]([CH:38]([CH3:40])[CH3:39])=[CH:35][CH:36]=5)[CH:31]=[CH:30][C:29]4=[O:41])[CH2:22][CH2:21]3)C(=O)OC(C)(C)C)=[CH:10][C:5]=2[O:4][CH2:3][CH2:2]1.[ClH:42].O1CCOCC1. Product: [ClH:42].[O:1]1[C:6]2[CH:7]=[CH:8][C:9]([CH2:11][NH:12][CH:20]3[CH2:21][CH2:22][N:23]([CH2:26][CH2:27][N:28]4[C:37]5[C:32](=[CH:33][C:34]([CH:38]([CH3:39])[CH3:40])=[CH:35][CH:36]=5)[CH:31]=[CH:30][C:29]4=[O:41])[CH2:24][CH2:25]3)=[CH:10][C:5]=2[O:4][CH2:3][CH2:2]1. The catalyst class is: 12.